From a dataset of Forward reaction prediction with 1.9M reactions from USPTO patents (1976-2016). Predict the product of the given reaction. (1) Given the reactants [NH2:1][C:2]1[CH:7]=[CH:6][N:5]=[C:4]([Cl:8])[CH:3]=1.[Br:9]NC(=O)CCC(N)=O, predict the reaction product. The product is: [NH2:1][C:2]1[CH:7]=[CH:6][N:5]=[C:4]([Cl:8])[C:3]=1[Br:9]. (2) Given the reactants [NH2:1][CH:2]1[C:16]2=[N:17][CH:18]=[C:19]([C:20]([OH:23])([CH3:22])[CH3:21])[N:15]2[CH2:14][C:5]2[C:6]3[CH:7]=[N:8][NH:9][C:10]=3[C:11]([Cl:13])=[CH:12][C:4]=2[CH2:3]1.[O:24]=[C:25]1[NH:33][C:28]2=[N:29][CH:30]=[CH:31][CH:32]=[C:27]2[C:26]21[CH2:41][C:40]1[C:35](=[CH:36][CH:37]=[C:38]([C:42](O)=[O:43])[CH:39]=1)[CH2:34]2.C1C=CC2N(O)N=NC=2C=1.C(Cl)CCl, predict the reaction product. The product is: [Cl:13][C:11]1[C:10]2[NH:9][N:8]=[CH:7][C:6]=2[C:5]2[CH2:14][N:15]3[C:19]([C:20]([OH:23])([CH3:21])[CH3:22])=[CH:18][N:17]=[C:16]3[C@H:2]([NH:1][C:42]([C:38]3[CH:39]=[C:40]4[C:35](=[CH:36][CH:37]=3)[CH2:34][C:26]3([C:27]5[C:28](=[N:29][CH:30]=[CH:31][CH:32]=5)[NH:33][C:25]3=[O:24])[CH2:41]4)=[O:43])[CH2:3][C:4]=2[CH:12]=1. (3) Given the reactants [NH2:1][C:2]1[N:10]=[CH:9][N:8]=[C:7]2[C:3]=1[N:4]=[C:5]([S:18][C:19]1[CH:28]=[CH:27][C:22]3[O:23][CH2:24][CH2:25][O:26][C:21]=3[CH:20]=1)[N:6]2[CH2:11][CH2:12][CH2:13][O:14]C(=O)C.C([O-])([O-])=O.[K+].[K+].O.CC#N, predict the reaction product. The product is: [NH2:1][C:2]1[N:10]=[CH:9][N:8]=[C:7]2[C:3]=1[N:4]=[C:5]([S:18][C:19]1[CH:28]=[CH:27][C:22]3[O:23][CH2:24][CH2:25][O:26][C:21]=3[CH:20]=1)[N:6]2[CH2:11][CH2:12][CH2:13][OH:14]. (4) Given the reactants [Cl:1][C:2]1[CH:7]=[CH:6][C:5]([C:8]2[O:9][C:10]([O:16][CH2:17][CH3:18])=[C:11]([C:13]([NH2:15])=O)[N:12]=2)=[CH:4][CH:3]=1.COC1C=CC(P2(SP(C3C=CC(OC)=CC=3)(=S)S2)=[S:28])=CC=1, predict the reaction product. The product is: [Cl:1][C:2]1[CH:7]=[CH:6][C:5]([C:8]2[O:9][C:10]([O:16][CH2:17][CH3:18])=[C:11]([C:13](=[S:28])[NH2:15])[N:12]=2)=[CH:4][CH:3]=1. (5) Given the reactants [CH3:1][O:2][C:3]1[C:4](=[O:24])[C:5]([CH3:23])=[C:6]([CH2:12][C:13]2[CH:18]=[CH:17][C:16]([CH2:19][C:20]([OH:22])=O)=[CH:15][CH:14]=2)[C:7](=[O:11])[C:8]=1[O:9][CH3:10].[NH:25]1[CH2:30][CH2:29][CH2:28][CH2:27][CH2:26]1, predict the reaction product. The product is: [CH3:1][O:2][C:3]1[C:4](=[O:24])[C:5]([CH3:23])=[C:6]([CH2:12][C:13]2[CH:18]=[CH:17][C:16]([CH2:19][C:20]([N:25]3[CH2:30][CH2:29][CH2:28][CH2:27][CH2:26]3)=[O:22])=[CH:15][CH:14]=2)[C:7](=[O:11])[C:8]=1[O:9][CH3:10].